From a dataset of Peptide-MHC class I binding affinity with 185,985 pairs from IEDB/IMGT. Regression. Given a peptide amino acid sequence and an MHC pseudo amino acid sequence, predict their binding affinity value. This is MHC class I binding data. (1) The peptide sequence is LGYPFAWFL. The MHC is HLA-A69:01 with pseudo-sequence HLA-A69:01. The binding affinity (normalized) is 0.470. (2) The peptide sequence is ATEDPSSGY. The MHC is SLA-10401 with pseudo-sequence SLA-10401. The binding affinity (normalized) is 0.787. (3) The peptide sequence is YTISSESLV. The MHC is HLA-A02:06 with pseudo-sequence HLA-A02:06. The binding affinity (normalized) is 0.632. (4) The peptide sequence is WMYYPRSPV. The MHC is HLA-C04:01 with pseudo-sequence HLA-C04:01. The binding affinity (normalized) is 0.213. (5) The peptide sequence is VGIPTHRHI. The MHC is HLA-A29:02 with pseudo-sequence HLA-A29:02. The binding affinity (normalized) is 0. (6) The binding affinity (normalized) is 0.675. The peptide sequence is DLLYFVCLGV. The MHC is HLA-A02:01 with pseudo-sequence HLA-A02:01. (7) The peptide sequence is RIHRHRQVV. The MHC is HLA-B08:01 with pseudo-sequence HLA-B08:01. The binding affinity (normalized) is 0.325. (8) The peptide sequence is AAERGPGQML. The MHC is HLA-A02:01 with pseudo-sequence HLA-A02:01. The binding affinity (normalized) is 0.286. (9) The peptide sequence is GMKAFTAAV. The MHC is HLA-A69:01 with pseudo-sequence HLA-A69:01. The binding affinity (normalized) is 0.244.